From a dataset of NCI-60 drug combinations with 297,098 pairs across 59 cell lines. Regression. Given two drug SMILES strings and cell line genomic features, predict the synergy score measuring deviation from expected non-interaction effect. Synergy scores: CSS=15.9, Synergy_ZIP=-4.29, Synergy_Bliss=-2.01, Synergy_Loewe=-2.15, Synergy_HSA=0.00525. Drug 2: CN(CCCl)CCCl.Cl. Drug 1: C1CC(C1)(C(=O)O)C(=O)O.[NH2-].[NH2-].[Pt+2]. Cell line: SF-268.